This data is from Full USPTO retrosynthesis dataset with 1.9M reactions from patents (1976-2016). The task is: Predict the reactants needed to synthesize the given product. (1) Given the product [Br:1][C:2]1[CH:7]=[N:6][C:5]2[C:4]([N:3]=1)=[N:9][CH:12]=[CH:13][N:8]=2, predict the reactants needed to synthesize it. The reactants are: [Br:1][C:2]1[N:3]=[C:4]([NH2:9])[C:5]([NH2:8])=[N:6][CH:7]=1.CO.[C:12](O)(=O)[CH3:13].C(C=O)=O. (2) Given the product [CH2:21]([O:28][CH2:29][C:30]1[C@H:31]([OH:35])[CH2:32][C@H:33]([C:2]2[CH:3]=[N:4][N:5]3[C:10]([NH:11][C@@H:12]4[C:20]5[C:15](=[CH:16][CH:17]=[CH:18][CH:19]=5)[CH2:14][CH2:13]4)=[N:9][CH:8]=[N:7][C:6]=23)[CH:34]=1)[C:22]1[CH:27]=[CH:26][CH:25]=[CH:24][CH:23]=1, predict the reactants needed to synthesize it. The reactants are: Br[C:2]1[CH:3]=[N:4][N:5]2[C:10]([NH:11][C@@H:12]3[C:20]4[C:15](=[CH:16][CH:17]=[CH:18][CH:19]=4)[CH2:14][CH2:13]3)=[N:9][CH:8]=[N:7][C:6]=12.[CH2:21]([O:28][CH2:29][C@@H:30]1[CH:34]=[CH:33][CH2:32][C@H:31]1[OH:35])[C:22]1[CH:27]=[CH:26][CH:25]=[CH:24][CH:23]=1.C1(CNCC2CCCCC2)CCCCC1. (3) Given the product [Cl:20][C:21]1[N:22]=[CH:23][N:24]([C:26]2[CH:32]=[CH:31][C:29]([NH:30][C:2]3[N:3]=[C:4]([NH:18][CH3:19])[C:5]4[CH2:10][CH2:9][CH:8]([C:11]5[CH:16]=[CH:15][C:14]([F:17])=[CH:13][CH:12]=5)[C:6]=4[N:7]=3)=[CH:28][C:27]=2[O:33][CH3:34])[CH:25]=1, predict the reactants needed to synthesize it. The reactants are: Cl[C:2]1[N:3]=[C:4]([NH:18][CH3:19])[C:5]2[CH2:10][CH2:9][CH:8]([C:11]3[CH:16]=[CH:15][C:14]([F:17])=[CH:13][CH:12]=3)[C:6]=2[N:7]=1.[Cl:20][C:21]1[N:22]=[CH:23][N:24]([C:26]2[CH:32]=[CH:31][C:29]([NH2:30])=[CH:28][C:27]=2[O:33][CH3:34])[CH:25]=1. (4) Given the product [F:21][C:18]1[CH:19]=[CH:20][C:15]([C:14]([NH:13][NH2:12])=[O:23])=[CH:16][C:17]=1[CH3:22], predict the reactants needed to synthesize it. The reactants are: C(O)(=O)C.C(OC([NH:12][NH:13][C:14](=[O:23])[C:15]1[CH:20]=[CH:19][C:18]([F:21])=[C:17]([CH3:22])[CH:16]=1)=O)(C)(C)C. (5) Given the product [F:52][C:49]1[CH:48]=[CH:47][C:46]([CH2:45][NH:44][C:42]([N:39]2[CH2:38][CH2:37][CH:36]([NH:35][C:34]3[CH:33]=[CH:32][C:31]([O:30][CH2:29][CH2:28][NH:27][CH2:26][C@H:25]([OH:55])[CH2:24][O:23][C:22]4[CH:21]=[CH:20][C:19]([OH:18])=[CH:57][CH:56]=4)=[CH:54][CH:53]=3)[CH2:41][CH2:40]2)=[O:43])=[CH:51][CH:50]=1, predict the reactants needed to synthesize it. The reactants are: [Si]([O:18][C:19]1[CH:57]=[CH:56][C:22]([O:23][CH2:24][C@@H:25]([OH:55])[CH2:26][NH:27][CH2:28][CH2:29][O:30][C:31]2[CH:54]=[CH:53][C:34]([NH:35][CH:36]3[CH2:41][CH2:40][N:39]([C:42]([NH:44][CH2:45][C:46]4[CH:51]=[CH:50][C:49]([F:52])=[CH:48][CH:47]=4)=[O:43])[CH2:38][CH2:37]3)=[CH:33][CH:32]=2)=[CH:21][CH:20]=1)(C(C)(C)C)(C1C=CC=CC=1)C1C=CC=CC=1. (6) Given the product [C:1]([O:9][CH2:10][C@@H:11]1[C:15]([O:17][C:18](=[O:20])[CH3:19])([CH3:16])[C@:14]([F:22])([CH3:21])[CH:13]([N:23]2[CH:31]=[N:30][C:29]3[C:24]2=[N:25][CH:26]=[N:27][C:28]=3[NH:39][CH:33]2[CH2:38][CH2:37][CH2:36][CH2:35][CH2:34]2)[O:12]1)(=[O:8])[C:2]1[CH:7]=[CH:6][CH:5]=[CH:4][CH:3]=1, predict the reactants needed to synthesize it. The reactants are: [C:1]([O:9][CH2:10][C@@H:11]1[C:15]([O:17][C:18](=[O:20])[CH3:19])([CH3:16])[C@:14]([F:22])([CH3:21])[CH:13]([N:23]2[CH:31]=[N:30][C:29]3[C:24]2=[N:25][CH:26]=[N:27][C:28]=3Cl)[O:12]1)(=[O:8])[C:2]1[CH:7]=[CH:6][CH:5]=[CH:4][CH:3]=1.[CH:33]1([NH2:39])[CH2:38][CH2:37][CH2:36][CH2:35][CH2:34]1.O. (7) Given the product [CH3:19][O:18][C:16]([C:15]1[C:10]([OH:9])=[C:11]2[C:12]([CH2:8][CH:6]([CH3:7])[O:23][C:21]2=[O:22])=[CH:13][CH:14]=1)=[O:17], predict the reactants needed to synthesize it. The reactants are: [Li+].CC([N-][CH:6]([CH3:8])[CH3:7])C.[OH:9][C:10]1[C:15]([C:16]([O:18][CH3:19])=[O:17])=[C:14](C)[CH:13]=[CH:12][C:11]=1[C:21]([O:23]C)=[O:22].C(=O)C. (8) Given the product [NH2:7][C@@H:8]1[C@@H:13]([OH:14])[C@H:12]([CH2:15][C:16]2[CH:17]=[C:18]([F:26])[C:19]([N+:23]([O-:25])=[O:24])=[C:20]([F:22])[CH:21]=2)[CH2:11][S@:10](=[O:27])[CH2:9]1, predict the reactants needed to synthesize it. The reactants are: C(OC(=O)[NH:7][C@@H:8]1[C@@H:13]([OH:14])[C@H:12]([CH2:15][C:16]2[CH:21]=[C:20]([F:22])[C:19]([N+:23]([O-:25])=[O:24])=[C:18]([F:26])[CH:17]=2)[CH2:11][S@:10](=[O:27])[CH2:9]1)(C)(C)C.C(O)(C(F)(F)F)=O.